From a dataset of Full USPTO retrosynthesis dataset with 1.9M reactions from patents (1976-2016). Predict the reactants needed to synthesize the given product. (1) Given the product [F:1][C:2]1[CH:7]=[C:6]([F:8])[CH:5]=[CH:4][C:3]=1[C:9]1[CH:10]=[CH:26][C:22]([C:23]([OH:25])=[O:24])=[CH:21][N:20]=1, predict the reactants needed to synthesize it. The reactants are: [F:1][C:2]1[CH:7]=[C:6]([F:8])[CH:5]=[CH:4][C:3]=1[C:9](=O)[CH3:10].FC1C=CC(C2C=[CH:26][C:22]([C:23]([OH:25])=[O:24])=[CH:21][N:20]=2)=CC=1. (2) The reactants are: Br[C:2]1[CH:3]=[C:4]([CH:7]=[CH:8][C:9]=1[F:10])[CH:5]=[O:6].C([Sn]([C:24]1[O:25][CH:26]=[CH:27][CH:28]=1)(CCCC)CCCC)CCC.C(OC(OC(C)(C)C)=O)(OC(C)(C)C)=O. Given the product [F:10][C:9]1[CH:8]=[CH:7][C:4]([CH:5]=[O:6])=[CH:3][C:2]=1[C:24]1[O:25][CH:26]=[CH:27][CH:28]=1, predict the reactants needed to synthesize it. (3) Given the product [CH3:22][C:5]1[C:6]([CH2:7][C:8]2[CH:13]=[CH:12][CH:11]=[CH:10][C:9]=2[S:14]([N:17]2[CH2:21][CH2:20][CH2:19][CH2:18]2)(=[O:16])=[O:15])=[C:2]([CH3:1])[NH:3][C:4]=1[C:23]#[N:24], predict the reactants needed to synthesize it. The reactants are: [CH3:1][C:2]1[NH:3][CH:4]=[C:5]([CH3:22])[C:6]=1[CH2:7][C:8]1[CH:13]=[CH:12][CH:11]=[CH:10][C:9]=1[S:14]([N:17]1[CH2:21][CH2:20][CH2:19][CH2:18]1)(=[O:16])=[O:15].[CH3:23][N:24](C=O)C.